This data is from Forward reaction prediction with 1.9M reactions from USPTO patents (1976-2016). The task is: Predict the product of the given reaction. (1) Given the reactants [C:1]([O:5][C:6]([N:8]1[CH2:17][CH2:16][C:15]2[N:14]([CH2:18][C:19]3[CH:24]=[CH:23][C:22](Br)=[CH:21][CH:20]=3)[N:13]=[C:12]([C:26]3[CH:31]=[CH:30][C:29]([Cl:32])=[CH:28][CH:27]=3)[C:11]=2[CH2:10][CH2:9]1)=[O:7])([CH3:4])([CH3:3])[CH3:2].[C:33](=[O:40])([O:35][C:36]([CH3:39])([CH3:38])[CH3:37])[NH2:34].O.O.O.[O-]C1C=CC=CC=1.[Na+].C(P(C(C)(C)C)C(C)(C)C)(C)(C)C, predict the reaction product. The product is: [C:1]([O:5][C:6]([N:8]1[CH2:17][CH2:16][C:15]2[N:14]([CH2:18][C:19]3[CH:24]=[CH:23][C:22]([NH:34][C:33]([O:35][C:36]([CH3:39])([CH3:38])[CH3:37])=[O:40])=[CH:21][CH:20]=3)[N:13]=[C:12]([C:26]3[CH:31]=[CH:30][C:29]([Cl:32])=[CH:28][CH:27]=3)[C:11]=2[CH2:10][CH2:9]1)=[O:7])([CH3:4])([CH3:3])[CH3:2]. (2) Given the reactants [C:1]([C:4]1[C:22](=[O:23])[C@@:8]2([CH3:24])[C:9]3[C:15]([OH:16])=[CH:14][C:13]([O:17][CH3:18])=[C:12]([C:19]([NH2:21])=[O:20])[C:10]=3[O:11][C:7]2=[CH:6][C:5]=1[OH:25])(=[O:3])[CH3:2].[CH2:26]([C:28]1[CH:37]=[CH:36][C:35]2[C:30](=[CH:31][C:32]([F:40])=[C:33]([F:39])[C:34]=2[F:38])[C:29]=1[CH:41]=O)[CH3:27].C([SiH](CC)CC)C.FC(F)(F)C(O)=O, predict the reaction product. The product is: [C:1]([C:4]1[C:22](=[O:23])[C@@:8]2([CH3:24])[C:9]3[C:15]([OH:16])=[CH:14][C:13]([O:17][CH3:18])=[C:12]([C:19]([NH:21][CH2:41][C:29]4[C:30]5[C:35](=[C:34]([F:38])[C:33]([F:39])=[C:32]([F:40])[CH:31]=5)[CH:36]=[CH:37][C:28]=4[CH2:26][CH3:27])=[O:20])[C:10]=3[O:11][C:7]2=[CH:6][C:5]=1[OH:25])(=[O:3])[CH3:2].